Dataset: TCR-epitope binding with 47,182 pairs between 192 epitopes and 23,139 TCRs. Task: Binary Classification. Given a T-cell receptor sequence (or CDR3 region) and an epitope sequence, predict whether binding occurs between them. (1) The epitope is RLDKVEAEV. The TCR CDR3 sequence is CASSQAPGAWETQYF. Result: 0 (the TCR does not bind to the epitope). (2) The epitope is FLYNLLTRV. The TCR CDR3 sequence is CASSLLAGEKNEQFF. Result: 0 (the TCR does not bind to the epitope). (3) The epitope is GTITVEELK. The TCR CDR3 sequence is CASSKQGLGRNQPQHF. Result: 1 (the TCR binds to the epitope). (4) The epitope is AVFDRKSDAK. The TCR CDR3 sequence is CATSREPGLATDTQYF. Result: 1 (the TCR binds to the epitope). (5) The epitope is LLWNGPMAV. The TCR CDR3 sequence is CASNTGTDSYEQYF. Result: 1 (the TCR binds to the epitope). (6) The epitope is QARQMVQAMRTIGTHP. The TCR CDR3 sequence is CASSPQTGGGYGYTF. Result: 0 (the TCR does not bind to the epitope).